This data is from Full USPTO retrosynthesis dataset with 1.9M reactions from patents (1976-2016). The task is: Predict the reactants needed to synthesize the given product. The reactants are: [Li+].CC([N-]C(C)C)C.[C:9]([O:13][CH3:14])(=[O:12])[CH2:10][CH3:11].[CH2:15]([O:22][C:23]1[CH:30]=[CH:29][C:26]([CH:27]=[O:28])=[CH:25][CH:24]=1)[C:16]1[CH:21]=[CH:20][CH:19]=[CH:18][CH:17]=1. Given the product [CH3:14][O:13][C:9](=[O:12])[CH:10]([CH3:11])[CH:27]([C:26]1[CH:25]=[CH:24][C:23]([O:22][CH2:15][C:16]2[CH:17]=[CH:18][CH:19]=[CH:20][CH:21]=2)=[CH:30][CH:29]=1)[OH:28], predict the reactants needed to synthesize it.